This data is from Catalyst prediction with 721,799 reactions and 888 catalyst types from USPTO. The task is: Predict which catalyst facilitates the given reaction. (1) Reactant: [N:1]1([CH:6]([C:10]2[S:11][CH:12]=[CH:13][CH:14]=2)[C:7]([OH:9])=O)[CH2:5][CH2:4][CH2:3][CH2:2]1.C(OCl)(C)(C)C.[NH2:21][C:22]1[CH:23]=[C:24]2[C:28](=[CH:29][CH:30]=1)[NH:27][N:26]=[CH:25]2. Product: [NH:27]1[C:28]2[C:24](=[CH:23][C:22]([NH:21][C:7](=[O:9])[CH:6]([N:1]3[CH2:2][CH2:3][CH2:4][CH2:5]3)[C:10]3[S:11][CH:12]=[CH:13][CH:14]=3)=[CH:30][CH:29]=2)[CH:25]=[N:26]1. The catalyst class is: 64. (2) Reactant: [H-].[Na+].[C:3]([O:7][C:8](=[O:18])[CH2:9]P(OCC)(OCC)=O)([CH3:6])([CH3:5])[CH3:4].[Cl:19][C:20]1[CH:27]=[CH:26][C:23]([CH:24]=O)=[CH:22][C:21]=1[N+:28]([O-:30])=[O:29].O. Product: [Cl:19][C:20]1[CH:27]=[CH:26][C:23](/[CH:24]=[CH:9]/[C:8]([O:7][C:3]([CH3:4])([CH3:5])[CH3:6])=[O:18])=[CH:22][C:21]=1[N+:28]([O-:30])=[O:29]. The catalyst class is: 247. (3) Reactant: [O:1]=[C:2]1[C@H:7]([NH:8][C:9](=[O:15])[O:10][C:11]([CH3:14])([CH3:13])[CH3:12])[CH2:6][CH2:5][CH2:4][NH:3]1.[H-].[Na+].I[CH3:19].O. Product: [CH3:19][N:3]1[CH2:4][CH2:5][CH2:6][C@@H:7]([NH:8][C:9](=[O:15])[O:10][C:11]([CH3:12])([CH3:14])[CH3:13])[C:2]1=[O:1]. The catalyst class is: 9. (4) Reactant: [Cl:1][C:2]1[CH:3]=[C:4]([CH:8]=[C:9]([Cl:11])[N:10]=1)[C:5]([OH:7])=O.[NH2:12][CH2:13][C@H:14]1[CH2:19][CH2:18][C@H:17]([CH2:20][NH:21][C:22](=[O:28])[O:23][C:24]([CH3:27])([CH3:26])[CH3:25])[CH2:16][CH2:15]1.CN(C(ON1N=NC2C=CC=CC1=2)=[N+](C)C)C.[B-](F)(F)(F)F.CN1CCOCC1. Product: [Cl:11][C:9]1[CH:8]=[C:4]([C:5]([NH:12][CH2:13][C@H:14]2[CH2:15][CH2:16][C@H:17]([CH2:20][NH:21][C:22](=[O:28])[O:23][C:24]([CH3:26])([CH3:25])[CH3:27])[CH2:18][CH2:19]2)=[O:7])[CH:3]=[C:2]([Cl:1])[N:10]=1. The catalyst class is: 18. (5) Reactant: [Cl:1][C:2]1[CH:3]=[CH:4][C:5]([OH:10])=[C:6]([CH:9]=1)[CH:7]=[O:8].[CH3:11][C:12]1([CH2:16]OS(C2C=CC(C)=CC=2)(=O)=O)[CH2:15][O:14][CH2:13]1.C([O-])([O-])=O.[K+].[K+]. Product: [Cl:1][C:2]1[CH:3]=[CH:4][C:5]([O:10][CH2:11][C:12]2([CH3:16])[CH2:15][O:14][CH2:13]2)=[C:6]([CH:9]=1)[CH:7]=[O:8]. The catalyst class is: 9. (6) Reactant: Cl[CH2:2][C:3]1[N:4]=[C:5]([C:8]2[CH:9]=[C:10]([C:14]3[CH2:20][C:19](=[O:21])[NH:18][C:17]4[CH:22]=[C:23]([N:26]5[CH:30]=[CH:29][CH:28]=[CH:27]5)[CH:24]=[CH:25][C:16]=4[N:15]=3)[CH:11]=[CH:12][CH:13]=2)[O:6][CH:7]=1.[NH:31]1[CH2:36][CH2:35][O:34][CH2:33][CH2:32]1. Product: [N:31]1([CH2:2][C:3]2[N:4]=[C:5]([C:8]3[CH:9]=[C:10]([C:14]4[CH2:20][C:19](=[O:21])[NH:18][C:17]5[CH:22]=[C:23]([N:26]6[CH:30]=[CH:29][CH:28]=[CH:27]6)[CH:24]=[CH:25][C:16]=5[N:15]=4)[CH:11]=[CH:12][CH:13]=3)[O:6][CH:7]=2)[CH2:36][CH2:35][O:34][CH2:33][CH2:32]1. The catalyst class is: 88.